This data is from Catalyst prediction with 721,799 reactions and 888 catalyst types from USPTO. The task is: Predict which catalyst facilitates the given reaction. (1) Reactant: Cl.[NH2:2][C@H:3]1[CH2:7][CH2:6][N:5]([C:8]2[CH:13]=[CH:12][C:11]([N:14]3[CH2:18][C@H:17]([CH2:19][O:20][C:21]4[CH:25]=[CH:24][O:23][N:22]=4)[O:16][C:15]3=[O:26])=[CH:10][C:9]=2[F:27])[CH2:4]1.Cl[C:29]([O:31][CH3:32])=[O:30].CCCC(C)C. Product: [CH3:32][O:31][C:29]([NH:2][C@H:3]1[CH2:7][CH2:6][N:5]([C:8]2[CH:13]=[CH:12][C:11]([N:14]3[CH2:18][C@H:17]([CH2:19][O:20][C:21]4[CH:25]=[CH:24][O:23][N:22]=4)[O:16][C:15]3=[O:26])=[CH:10][C:9]=2[F:27])[CH2:4]1)=[O:30]. The catalyst class is: 27. (2) Reactant: [C:1]([O:4][CH2:5][CH:6]([OH:23])[CH2:7][C:8]1[O:9][CH:10]=[C:11]([C:13]2[CH:18]=[CH:17][C:16]([C:19]([F:22])([F:21])[F:20])=[CH:15][CH:14]=2)[N:12]=1)(=[O:3])[CH3:2].CCN(CC)CC.[C:31](Cl)(=[O:33])[CH3:32].O. Product: [C:1]([O:4][CH2:5][CH:6]([O:23][C:31](=[O:33])[CH3:32])[CH2:7][C:8]1[O:9][CH:10]=[C:11]([C:13]2[CH:18]=[CH:17][C:16]([C:19]([F:21])([F:20])[F:22])=[CH:15][CH:14]=2)[N:12]=1)(=[O:3])[CH3:2]. The catalyst class is: 2. (3) The catalyst class is: 8. Product: [Cl:1][C:2]1[CH:3]=[CH:4][CH:5]=[C:6]2[C:11]=1[N:10]=[C:9]([C:12]1[CH:17]=[CH:16][CH:15]=[CH:14][C:13]=1[Cl:18])[C:8]([CH2:19][NH:20][C:22]1[N:30]=[CH:29][N:28]=[C:27]3[C:23]=1[N:24]=[CH:25][NH:26]3)=[CH:7]2. Reactant: [Cl:1][C:2]1[CH:3]=[CH:4][CH:5]=[C:6]2[C:11]=1[N:10]=[C:9]([C:12]1[CH:17]=[CH:16][CH:15]=[CH:14][C:13]=1[Cl:18])[C:8]([CH2:19][NH2:20])=[CH:7]2.Cl[C:22]1[N:30]=[CH:29][N:28]=[C:27]2[C:23]=1[NH:24][CH:25]=[N:26]2.CCN(C(C)C)C(C)C. (4) Reactant: Br[CH2:2][C:3]([C:5]1[O:6][C:7]2[C:13]([CH3:14])=[C:12]([CH3:15])[C:11]([O:16][C:17](=[O:19])[CH3:18])=[CH:10][C:8]=2[CH:9]=1)=[O:4].[NH:20]1[CH2:25][CH2:24][O:23][CH2:22][CH2:21]1.C(=O)([O-])[O-].[K+].[K+]. Product: [CH3:15][C:12]1[C:11]([O:16][C:17](=[O:19])[CH3:18])=[CH:10][C:8]2[CH:9]=[C:5]([C:3](=[O:4])[CH2:2][N:20]3[CH2:25][CH2:24][O:23][CH2:22][CH2:21]3)[O:6][C:7]=2[C:13]=1[CH3:14]. The catalyst class is: 21. (5) Reactant: F[P-](F)(F)(F)(F)F.N1(OC(N(C)C)=[N+](C)C)C2N=CC=CC=2N=N1.[C:25]([O:29][C:30]([NH:32][C:33]1([C:48]([OH:50])=O)[CH2:38][CH2:37][N:36]([C:39]2[C:40]3[CH:47]=[CH:46][NH:45][C:41]=3[N:42]=[CH:43][N:44]=2)[CH2:35][CH2:34]1)=[O:31])([CH3:28])([CH3:27])[CH3:26].[NH2:51][CH:52]([C:57]1[CH:62]=[CH:61][C:60]([Cl:63])=[CH:59][CH:58]=1)[CH2:53][CH2:54][CH2:55][OH:56].C(N(C(C)C)C(C)C)C. Product: [Cl:63][C:60]1[CH:59]=[CH:58][C:57]([CH:52]([NH:51][C:48]([C:33]2([NH:32][C:30](=[O:31])[O:29][C:25]([CH3:28])([CH3:27])[CH3:26])[CH2:34][CH2:35][N:36]([C:39]3[C:40]4[CH:47]=[CH:46][NH:45][C:41]=4[N:42]=[CH:43][N:44]=3)[CH2:37][CH2:38]2)=[O:50])[CH2:53][CH2:54][CH2:55][OH:56])=[CH:62][CH:61]=1. The catalyst class is: 3. (6) Reactant: Cl[C:2]1[C:7]([C:8]#[N:9])=[C:6]([C:10]2[CH:15]=[CH:14][C:13]([O:16][CH2:17][CH2:18][OH:19])=[CH:12][CH:11]=2)[C:5]([C:20]#[N:21])=[C:4]([S:22][CH2:23][C:24]2[N:25]=[C:26]([C:29]3[CH:34]=[CH:33][C:32]([Cl:35])=[CH:31][CH:30]=3)[S:27][CH:28]=2)[N:3]=1.[CH2:36]([NH2:39])[CH2:37][CH3:38]. Product: [Cl:35][C:32]1[CH:31]=[CH:30][C:29]([C:26]2[S:27][CH:28]=[C:24]([CH2:23][S:22][C:4]3[C:5]([C:20]#[N:21])=[C:6]([C:10]4[CH:11]=[CH:12][C:13]([O:16][CH2:17][CH2:18][OH:19])=[CH:14][CH:15]=4)[C:7]([C:8]#[N:9])=[C:2]([NH:39][CH2:36][CH2:37][CH3:38])[N:3]=3)[N:25]=2)=[CH:34][CH:33]=1. The catalyst class is: 1. (7) Reactant: [C:1]([C:4]1[C:12]2[N:11]=[C:10]([C:13]3[CH:18]=[CH:17][C:16]([CH:19]4[CH2:24][CH2:23][N:22](C(OC(C)(C)C)=O)[CH2:21][CH2:20]4)=[CH:15][CH:14]=3)[NH:9][C:8]=2[CH:7]=[C:6]([F:32])[CH:5]=1)(=[O:3])[NH2:2].[F:33][C:34]([F:39])([F:38])[C:35]([OH:37])=[O:36]. Product: [F:33][C:34]([F:39])([F:38])[C:35]([OH:37])=[O:36].[F:32][C:6]1[CH:5]=[C:4]([C:1]([NH2:2])=[O:3])[C:12]2[N:11]=[C:10]([C:13]3[CH:18]=[CH:17][C:16]([CH:19]4[CH2:20][CH2:21][NH:22][CH2:23][CH2:24]4)=[CH:15][CH:14]=3)[NH:9][C:8]=2[CH:7]=1. The catalyst class is: 4.